Dataset: Full USPTO retrosynthesis dataset with 1.9M reactions from patents (1976-2016). Task: Predict the reactants needed to synthesize the given product. (1) Given the product [N+:17]([C:6]1[CH:5]=[C:4]2[C:9](=[CH:8][CH:7]=1)[NH:1][C:2]([CH:10]([CH3:16])[C:11]([O:13][CH2:14][CH3:15])=[O:12])=[CH:3]2)([O-:19])=[O:18], predict the reactants needed to synthesize it. The reactants are: [NH:1]1[C:9]2[C:4](=[CH:5][CH:6]=[CH:7][CH:8]=2)[CH:3]=[C:2]1[CH:10]([CH3:16])[C:11]([O:13][CH2:14][CH3:15])=[O:12].[N+:17]([O-])([O-:19])=[O:18].[Na+]. (2) Given the product [CH:11]1[CH:20]=[CH:19][C:18]2[C:13](=[CH:14][CH:15]=[CH:16][C:17]=2[OH:24])[CH:12]=1, predict the reactants needed to synthesize it. The reactants are: ClC1C=CC(OC)=C(NC([C:11]2[C:20](O)=[CH:19][C:18]3[C:13](=[CH:14][CH:15]=[CH:16][CH:17]=3)[CH:12]=2)=O)C=1.[OH2:24].